Task: Predict the reaction yield, written as a fraction of the theoretical maximum amount of product (1.0 means a 100% yield; for example, 0.34 means a 34% yield).. Dataset: Reaction yield outcomes from USPTO patents with 853,638 reactions (1) The reactants are [CH2:1]([O:8][C:9](=[O:42])[NH:10][C@@H:11]1[C:14](=[O:15])[N:13](CC2C=CC(OC)=CC=2OC)[C@@H:12]1[CH2:27][N:28]1[N:32]=[C:31]([CH2:33][O:34][Si:35]([C:38]([CH3:41])([CH3:40])[CH3:39])([CH3:37])[CH3:36])[CH:30]=[N:29]1)[C:2]1[CH:7]=[CH:6][CH:5]=[CH:4][CH:3]=1.OP([O-])([O-])=O.[K+].[K+]. The catalyst is CC#N.O. The product is [CH2:1]([O:8][C:9](=[O:42])[NH:10][C@@H:11]1[C:14](=[O:15])[NH:13][C@@H:12]1[CH2:27][N:28]1[N:32]=[C:31]([CH2:33][O:34][Si:35]([C:38]([CH3:40])([CH3:39])[CH3:41])([CH3:36])[CH3:37])[CH:30]=[N:29]1)[C:2]1[CH:7]=[CH:6][CH:5]=[CH:4][CH:3]=1. The yield is 0.470. (2) The reactants are Cl.[N:2]1[CH:7]=[CH:6][CH:5]=[CH:4][C:3]=1[C:8](Cl)=[O:9].[F:11][C:12]1[C:17]([F:18])=[C:16]([F:19])[C:15]([F:20])=[C:14]([F:21])[C:13]=1[OH:22].C(N(CC)CC)C. The catalyst is C1COCC1. The product is [F:11][C:12]1[C:17]([F:18])=[C:16]([F:19])[C:15]([F:20])=[C:14]([F:21])[C:13]=1[O:22][C:8]([C:3]1[CH:4]=[CH:5][CH:6]=[CH:7][N:2]=1)=[O:9]. The yield is 0.800. (3) The reactants are [CH:1]([C:3]1[C:11]2[C:6](=[CH:7][CH:8]=[C:9]([NH:12][C:13]([CH:15]3[CH2:19][CH2:18][CH2:17][CH2:16]3)=[O:14])[CH:10]=2)[N:5]([CH2:20][CH2:21][CH2:22][C:23](=[O:32])[NH:24][S:25]([C:28]([F:31])([F:30])[F:29])(=[O:27])=[O:26])[C:4]=1[CH2:33][O:34][C:35]1[CH:44]=[CH:43][C:42]2[C:37](=[CH:38][CH:39]=[CH:40][CH:41]=2)[CH:36]=1)=[O:2].C([OH:49])(C)(C)C.CC(=CC)C. The catalyst is O. The product is [CH:15]1([C:13]([NH:12][C:9]2[CH:10]=[C:11]3[C:6](=[CH:7][CH:8]=2)[N:5]([CH2:20][CH2:21][CH2:22][C:23](=[O:32])[NH:24][S:25]([C:28]([F:29])([F:30])[F:31])(=[O:27])=[O:26])[C:4]([CH2:33][O:34][C:35]2[CH:44]=[CH:43][C:42]4[C:37](=[CH:38][CH:39]=[CH:40][CH:41]=4)[CH:36]=2)=[C:3]3[C:1]([OH:49])=[O:2])=[O:14])[CH2:16][CH2:17][CH2:18][CH2:19]1. The yield is 0.570. (4) The reactants are Br[C:2]1[S:6][C:5]([C:7]2[N:11]3[N:12]=[C:13]([CH3:21])[CH:14]=[C:15]([CH:16]([CH2:19][CH3:20])[CH2:17][CH3:18])[C:10]3=[N:9][C:8]=2[CH3:22])=[C:4]([C:23]#[N:24])[CH:3]=1.[Br-].[S:26]1[CH:30]=[CH:29][N:28]=[C:27]1[Zn+]. The catalyst is CCOC(C)=O.C1C=CC(P(C2C=CC=CC=2)[C-]2C=CC=C2)=CC=1.C1C=CC(P(C2C=CC=CC=2)[C-]2C=CC=C2)=CC=1.Cl[Pd]Cl.[Fe+2]. The product is [CH2:17]([CH:16]([C:15]1[C:10]2[N:11]([C:7]([C:5]3[S:6][C:2]([C:27]4[S:26][CH:30]=[CH:29][N:28]=4)=[CH:3][C:4]=3[C:23]#[N:24])=[C:8]([CH3:22])[N:9]=2)[N:12]=[C:13]([CH3:21])[CH:14]=1)[CH2:19][CH3:20])[CH3:18]. The yield is 0.640. (5) The reactants are [NH2:1][C:2]1[CH:14]=[CH:13][C:12]([Cl:15])=[CH:11][C:3]=1[C:4]([NH:6]C(C)(C)C)=O.[F:16][C:17]([F:28])([F:27])[C:18](O[C:18](=[O:19])[C:17]([F:28])([F:27])[F:16])=[O:19]. The catalyst is ClCCl. The product is [Cl:15][C:12]1[CH:13]=[CH:14][C:2]([NH:1][C:18](=[O:19])[C:17]([F:28])([F:27])[F:16])=[C:3]([C:4]#[N:6])[CH:11]=1. The yield is 0.820. (6) The reactants are [OH:1]OS([O-])=O.[K+].[Cl:7][C:8]1[C:9]([CH:16]2[CH2:21][C:20]([S:23]([C:26]3[CH:31]=[CH:30][CH:29]=[C:28]([O:32][CH:33]([F:35])[F:34])[CH:27]=3)(=[O:25])=[O:24])([CH3:22])[CH2:19][CH2:18][O:17]2)=[N:10][CH:11]=[C:12]([S:14][CH3:15])[CH:13]=1.[OH2:36]. The catalyst is CO. The product is [Cl:7][C:8]1[C:9]([CH:16]2[CH2:21][C:20]([S:23]([C:26]3[CH:31]=[CH:30][CH:29]=[C:28]([O:32][CH:33]([F:34])[F:35])[CH:27]=3)(=[O:24])=[O:25])([CH3:22])[CH2:19][CH2:18][O:17]2)=[N:10][CH:11]=[C:12]([S:14]([CH3:15])(=[O:1])=[O:36])[CH:13]=1. The yield is 0.780.